Dataset: Peptide-MHC class II binding affinity with 134,281 pairs from IEDB. Task: Regression. Given a peptide amino acid sequence and an MHC pseudo amino acid sequence, predict their binding affinity value. This is MHC class II binding data. (1) The peptide sequence is SQDLELSWNLNGNQAY. The MHC is HLA-DQA10301-DQB10302 with pseudo-sequence HLA-DQA10301-DQB10302. The binding affinity (normalized) is 0.327. (2) The peptide sequence is VSWEEEAEISGSSAR. The MHC is HLA-DQA10201-DQB10303 with pseudo-sequence HLA-DQA10201-DQB10303. The binding affinity (normalized) is 0.485. (3) The binding affinity (normalized) is 0.844. The MHC is HLA-DPA10301-DPB10402 with pseudo-sequence HLA-DPA10301-DPB10402. The peptide sequence is EKKYFAAKQFEPLAA. (4) The peptide sequence is EGSSIGKLFTQTMKG. The MHC is HLA-DQA10501-DQB10302 with pseudo-sequence HLA-DQA10501-DQB10302. The binding affinity (normalized) is 0.282. (5) The peptide sequence is LVGPFNFRFMSKGGM. The MHC is DRB1_0802 with pseudo-sequence DRB1_0802. The binding affinity (normalized) is 0.0290.